From a dataset of Forward reaction prediction with 1.9M reactions from USPTO patents (1976-2016). Predict the product of the given reaction. (1) Given the reactants [N+:1]([C:4]1[CH:5]=[C:6]2[C:11](=[CH:12][CH:13]=1)[NH:10][C:9](=O)[NH:8][C:7]2=O)([O-:3])=[O:2].P(Cl)(Cl)([Cl:18])=O.C(N(C(C)C)C=O)(C)C.[C:30]12([NH2:40])[CH2:39][CH:34]3[CH2:35][CH:36]([CH2:38][CH:32]([CH2:33]3)[CH2:31]1)[CH2:37]2.C(N(CC)CC)C, predict the reaction product. The product is: [C:30]12([NH:40][C:7]3[C:6]4[C:11](=[CH:12][CH:13]=[C:4]([N+:1]([O-:3])=[O:2])[CH:5]=4)[N:10]=[C:9]([Cl:18])[N:8]=3)[CH2:37][CH:36]3[CH2:35][CH:34]([CH2:33][CH:32]([CH2:38]3)[CH2:31]1)[CH2:39]2. (2) The product is: [C:5]1([C:3]2[O:4][C:12]([NH2:13])=[N:11][CH:2]=2)[CH:10]=[CH:9][CH:8]=[CH:7][CH:6]=1. Given the reactants O[CH2:2][C:3]([C:5]1[CH:10]=[CH:9][CH:8]=[CH:7][CH:6]=1)=[O:4].[N:11]#[C:12][NH2:13].Cl, predict the reaction product. (3) The product is: [I:8][C:5]1[CH:6]=[CH:7][C:2]([O:17][CH2:16][C@@H:15]([N:12]2[CH2:13][CH2:14][C@@H:10]([CH3:9])[CH2:11]2)[CH3:18])=[CH:3][CH:4]=1. Given the reactants I[C:2]1[CH:7]=[CH:6][C:5]([I:8])=[CH:4][CH:3]=1.[CH3:9][C@@H:10]1[CH2:14][CH2:13][N:12]([C@@H:15]([CH3:18])[CH2:16][OH:17])[CH2:11]1.C(=O)([O-])[O-].[Cs+].[Cs+], predict the reaction product.